From a dataset of Reaction yield outcomes from USPTO patents with 853,638 reactions. Predict the reaction yield, written as a fraction of the theoretical maximum amount of product (1.0 means a 100% yield; for example, 0.34 means a 34% yield). (1) The yield is 0.846. The catalyst is C1COCC1. The reactants are CON(C)[C:4](=[O:13])[CH2:5][C:6]1[CH:7]=[C:8]([CH3:12])[CH:9]=[CH:10][CH:11]=1.[C:15]1([Mg]Br)[CH:20]=[CH:19][CH:18]=[CH:17][CH:16]=1. The product is [C:15]1([C:4](=[O:13])[CH2:5][C:6]2[CH:7]=[C:8]([CH3:12])[CH:9]=[CH:10][CH:11]=2)[CH:20]=[CH:19][CH:18]=[CH:17][CH:16]=1. (2) The reactants are [C:1]([NH:9][C:10]1[C:11]2[N:12]=[CH:13][N:14]([C:33]=2[N:34]=[CH:35][N:36]=1)[C@@H:15]1[O:32][C@H:22]([CH2:23][O:24][Si](C(C)(C)C)(C)C)[C@@H:17]([O:18][CH2:19]SC)[CH2:16]1)(=[O:8])[C:2]1[CH:7]=[CH:6][CH:5]=[CH:4][CH:3]=1.C1CCCCC=1.C(NC1C2N=CN(C=2N=CN=1)[C@@H]1O[C@H](CO[Si](C(C)(C)C)(C)C)[C@@H](O)C1)(=O)C1C=CC=CC=1.[N-:76]=[N+:77]=[N-:78].[Na+].[NH4+].[F-]. The catalyst is C(Cl)Cl. The product is [C:1]([NH:9][C:10]1[C:11]2[N:12]=[CH:13][N:14]([C:33]=2[N:34]=[CH:35][N:36]=1)[C@@H:15]1[O:32][C@H:22]([CH2:23][OH:24])[C@@H:17]([O:18][CH2:19][N:76]=[N+:77]=[N-:78])[CH2:16]1)(=[O:8])[C:2]1[CH:7]=[CH:6][CH:5]=[CH:4][CH:3]=1. The yield is 0.480. (3) The reactants are [CH2:1]([O:3][C:4]([C:6]1[NH:10][C:9]([C:11]([OH:13])=O)=[CH:8][C:7]=1[CH3:14])=[O:5])[CH3:2].CC[N:17](C(C)C)[CH:18]([CH3:20])[CH3:19].C(N)(C)C.CN(C(ON1N=NC2C=CC=NC1=2)=[N+](C)C)C.F[P-](F)(F)(F)(F)F. The catalyst is CN(C=O)C. The product is [CH3:14][C:7]1[CH:8]=[C:9]([C:11]([NH:17][CH:18]([CH3:20])[CH3:19])=[O:13])[NH:10][C:6]=1[C:4]([O:3][CH2:1][CH3:2])=[O:5]. The yield is 0.470. (4) The product is [C:21]([NH:1][C:2]1[S:3][C:4]([C:8]([O:10][CH2:11][CH3:12])=[O:9])=[C:5]([CH3:7])[N:6]=1)(=[O:28])[C:22]1[CH:27]=[CH:26][N:25]=[CH:24][CH:23]=1. The reactants are [NH2:1][C:2]1[S:3][C:4]([C:8]([O:10][CH2:11][CH3:12])=[O:9])=[C:5]([CH3:7])[N:6]=1.C(N(CC)CC)C.Cl.[C:21](Cl)(=[O:28])[C:22]1[CH:27]=[CH:26][N:25]=[CH:24][CH:23]=1. The yield is 0.900. The catalyst is O1CCCC1. (5) The catalyst is CCCCCC.O1CCCC1. The reactants are [H-].[Na+].[CH2:3]([OH:10])[C:4]1[CH:9]=[CH:8][CH:7]=[CH:6][CH:5]=1.Br[C:12]1[CH:17]=[C:16]([CH3:18])[CH:15]=[CH:14][N:13]=1.O. The yield is 0.670. The product is [C:4]1([CH2:3][O:10][C:12]2[CH:17]=[C:16]([CH3:18])[CH:15]=[CH:14][N:13]=2)[CH:9]=[CH:8][CH:7]=[CH:6][CH:5]=1. (6) The reactants are C(O[C:6](=O)[NH:7][CH:8]1[CH2:13][CH2:12][CH:11]([NH2:14])[CH2:10][CH2:9]1)(C)(C)C.[H-].[Al+3].[Li+].[H-].[H-].[H-].C1COCC1.[OH-].[Na+]. The catalyst is O. The product is [CH3:6][NH:7][CH:8]1[CH2:13][CH2:12][CH:11]([NH2:14])[CH2:10][CH2:9]1. The yield is 0.840.